Dataset: Reaction yield outcomes from USPTO patents with 853,638 reactions. Task: Predict the reaction yield, written as a fraction of the theoretical maximum amount of product (1.0 means a 100% yield; for example, 0.34 means a 34% yield). The reactants are [CH2:1]([O:3][C:4](=[O:8])[CH2:5][C:6]#[N:7])[CH3:2].N1CCCC[CH2:10]1.[C:15]1([CH3:21])[CH:20]=[CH:19][CH:18]=[CH:17][CH:16]=1. No catalyst specified. The product is [C:6]([C:5](=[CH:21][C:15]1[CH:20]=[CH:19][CH:18]=[CH:17][C:16]=1[CH3:10])[C:4]([O:3][CH2:1][CH3:2])=[O:8])#[N:7]. The yield is 0.590.